Task: Predict the reactants needed to synthesize the given product.. Dataset: Full USPTO retrosynthesis dataset with 1.9M reactions from patents (1976-2016) Given the product [F:1][C:2]1[CH:3]=[CH:4][C:5]([S:8][CH2:9][C:10]([NH:33][O:32][C:13]([C:14]2[CH:19]=[CH:18][CH:17]=[CH:16][CH:15]=2)([C:26]2[CH:27]=[CH:28][CH:29]=[CH:30][CH:31]=2)[C:20]2[CH:21]=[CH:22][CH:23]=[CH:24][CH:25]=2)=[O:12])=[CH:6][CH:7]=1, predict the reactants needed to synthesize it. The reactants are: [F:1][C:2]1[CH:7]=[CH:6][C:5]([S:8][CH2:9][C:10]([OH:12])=O)=[CH:4][CH:3]=1.[C:13]([O:32][NH2:33])([C:26]1[CH:31]=[CH:30][CH:29]=[CH:28][CH:27]=1)([C:20]1[CH:25]=[CH:24][CH:23]=[CH:22][CH:21]=1)[C:14]1[CH:19]=[CH:18][CH:17]=[CH:16][CH:15]=1.CCN=C=NCCCN(C)C.Cl.C1C=CC2N(O)N=NC=2C=1.